From a dataset of Full USPTO retrosynthesis dataset with 1.9M reactions from patents (1976-2016). Predict the reactants needed to synthesize the given product. (1) Given the product [Cl:15][C:10]1[CH:9]=[CH:8][C:7]2[C:6](=[O:16])[NH:5][CH2:14][CH2:13][C:12]=2[N:11]=1, predict the reactants needed to synthesize it. The reactants are: COC([N:5]1[CH2:14][CH2:13][C:12]2[N:11]=[C:10]([Cl:15])[CH:9]=[CH:8][C:7]=2[C:6]1=[O:16])=O.C[O-].[Na+]. (2) Given the product [OH:33][C@H:8]([C:5]1[CH:6]=[N:7][CH:2]=[CH:3][CH:4]=1)[CH2:9][NH:10][CH2:11][CH2:12][O:13][C:14]1[CH:15]=[CH:16][C:17]([C:20]2[N:21]=[C:22]([CH2:25][C:26]([N:28]3[CH2:32][CH2:31][CH2:30][CH2:29]3)=[O:27])[O:23][CH:24]=2)=[CH:18][CH:19]=1, predict the reactants needed to synthesize it. The reactants are: Cl[C:2]1[N:7]=[CH:6][C:5]([C@@H:8]([OH:33])[CH2:9][NH:10][CH2:11][CH2:12][O:13][C:14]2[CH:19]=[CH:18][C:17]([C:20]3[N:21]=[C:22]([CH2:25][C:26]([N:28]4[CH2:32][CH2:31][CH2:30][CH2:29]4)=[O:27])[O:23][CH:24]=3)=[CH:16][CH:15]=2)=[CH:4][CH:3]=1.C([O-])=O.[NH4+]. (3) Given the product [Br:11][C:12]1[CH:13]=[CH:14][C:15]([O:10][CH:9]2[CH2:8][NH:7][CH2:6][C:5]3[O:1][CH:2]=[CH:3][C:4]2=3)=[C:16]([C:18]([F:19])([F:20])[F:21])[CH:17]=1, predict the reactants needed to synthesize it. The reactants are: [O:1]1[C:5]2[CH2:6][NH:7][CH2:8][CH:9]([OH:10])[C:4]=2[CH:3]=[CH:2]1.[Br:11][C:12]1[CH:13]=[CH:14][C:15](F)=[C:16]([C:18]([F:21])([F:20])[F:19])[CH:17]=1. (4) Given the product [CH2:24]([C:5]1[CH:4]=[C:3](/[CH:1]=[CH:28]/[C:27](=[O:26])[CH3:37])[CH:8]=[CH:7][C:6]=1[N:9]=[C:10]1[S:14][CH2:13][C:12]2([CH2:15][CH2:16][CH2:17][CH2:18]2)[N:11]1[CH:19]1[CH2:23][CH2:22][CH2:21][CH2:20]1)[CH3:25], predict the reactants needed to synthesize it. The reactants are: [CH:1]([C:3]1[CH:8]=[CH:7][C:6]([N:9]=[C:10]2[S:14][CH2:13][C:12]3([CH2:18][CH2:17][CH2:16][CH2:15]3)[N:11]2[CH:19]2[CH2:23][CH2:22][CH2:21][CH2:20]2)=[C:5]([CH2:24][CH3:25])[CH:4]=1)=O.[O:26]=[C:27]([CH3:37])[CH2:28]P(=O)(OCC)OCC. (5) Given the product [CH:1]1([N:6]2[CH2:12][C:11]([F:14])([F:13])[C:10](=[O:15])[N:9]([CH3:16])[C:8]3[CH:17]=[N:18][C:19]([NH:21][C:22]4[C:30]([O:31][CH3:32])=[CH:29][C:25]([C:26]([NH:67][CH:68]5[CH2:73][CH2:72][O:71][CH2:70][CH2:69]5)=[O:28])=[C:24]([F:33])[CH:23]=4)=[N:20][C:7]2=3)[CH2:5][CH2:4][CH2:3][CH2:2]1, predict the reactants needed to synthesize it. The reactants are: [CH:1]1([N:6]2[CH2:12][C:11]([F:14])([F:13])[C:10](=[O:15])[N:9]([CH3:16])[C:8]3[CH:17]=[N:18][C:19]([NH:21][C:22]4[C:30]([O:31][CH3:32])=[CH:29][C:25]([C:26]([OH:28])=O)=[C:24]([F:33])[CH:23]=4)=[N:20][C:7]2=3)[CH2:5][CH2:4][CH2:3][CH2:2]1.F[P-](F)(F)(F)(F)F.CN(C(N(C)C)=[N+]1C2C=CC=CC=2[N+]([O-])=N1)C.C(N(C(C)C)CC)(C)C.[NH2:67][CH:68]1[CH2:73][CH2:72][O:71][CH2:70][CH2:69]1. (6) Given the product [Cl:39][C:36]1[CH:37]=[CH:38][C:33]([C:30]2[CH:31]=[CH:32][C:27]([C:26]#[C:25][C:22]3[CH:23]=[CH:24][C:19]([N:16]4[CH2:15][CH2:14][CH:18]([N:5]5[CH2:6][CH2:7][C:2]([CH3:1])([OH:8])[CH2:3][CH2:4]5)[CH2:17]4)=[CH:20][CH:21]=3)=[N:28][CH:29]=2)=[CH:34][CH:35]=1, predict the reactants needed to synthesize it. The reactants are: [CH3:1][C:2]1([OH:8])[CH2:7][CH2:6][NH:5][CH2:4][CH2:3]1.CS(O[CH:14]1[CH2:18][CH2:17][N:16]([C:19]2[CH:24]=[CH:23][C:22]([C:25]#[C:26][C:27]3[CH:32]=[CH:31][C:30]([C:33]4[CH:38]=[CH:37][C:36]([Cl:39])=[CH:35][CH:34]=4)=[CH:29][N:28]=3)=[CH:21][CH:20]=2)[CH2:15]1)(=O)=O. (7) Given the product [CH3:30][O:31][C:32]1[CH:37]=[C:36]([O:38][CH3:39])[CH:35]=[CH:34][C:33]=1[CH2:40][C:41]([NH:1][C:2]1[CH:3]=[CH:4][C:5]([C:8](=[O:29])[CH2:9][N:10]2[C:14](=[O:15])[C:13]([C:22]3[CH:23]=[CH:24][CH:25]=[CH:26][CH:27]=3)([C:16]3[CH:21]=[CH:20][CH:19]=[CH:18][CH:17]=3)[N:12]=[C:11]2[CH3:28])=[CH:6][CH:7]=1)=[O:42], predict the reactants needed to synthesize it. The reactants are: [NH2:1][C:2]1[CH:7]=[CH:6][C:5]([C:8](=[O:29])[CH2:9][N:10]2[C:14](=[O:15])[C:13]([C:22]3[CH:27]=[CH:26][CH:25]=[CH:24][CH:23]=3)([C:16]3[CH:21]=[CH:20][CH:19]=[CH:18][CH:17]=3)[N:12]=[C:11]2[CH3:28])=[CH:4][CH:3]=1.[CH3:30][O:31][C:32]1[CH:37]=[C:36]([O:38][CH3:39])[CH:35]=[CH:34][C:33]=1[CH2:40][C:41](Cl)=[O:42]. (8) Given the product [NH2:28]/[C:24](/[CH3:25])=[CH:23]\[C:22]([NH:21][C:4]1[CH:5]=[CH:6][C:7]([N:8]([CH2:15][CH2:16][CH2:17][CH2:18][CH2:19][CH3:20])[CH2:9][CH2:10][CH2:11][CH2:12][CH2:13][CH3:14])=[C:2]([Br:1])[CH:3]=1)=[O:27], predict the reactants needed to synthesize it. The reactants are: [Br:1][C:2]1[CH:3]=[C:4]([NH:21][C:22](=[O:27])[CH2:23][C:24](=O)[CH3:25])[CH:5]=[CH:6][C:7]=1[N:8]([CH2:15][CH2:16][CH2:17][CH2:18][CH2:19][CH3:20])[CH2:9][CH2:10][CH2:11][CH2:12][CH2:13][CH3:14].[NH3:28]. (9) Given the product [F:1][C:2]([F:7])([F:6])[C:3]([OH:5])=[O:4].[CH3:33][N:31]([CH3:32])[CH2:30][CH2:29][O:28][C:25]1[CH:26]=[CH:27][C:22]([CH:18]([NH:17][C:14]2[CH:13]=[CH:12][C:11]([C:8]([NH2:9])=[NH:10])=[CH:16][CH:15]=2)[C:19]([NH:67][NH:66][C:61]2[CH:62]=[CH:63][CH:64]=[CH:65][N:60]=2)=[O:20])=[CH:23][C:24]=1[O:34][CH2:35][CH3:36], predict the reactants needed to synthesize it. The reactants are: [F:1][C:2]([F:7])([F:6])[C:3]([OH:5])=[O:4].[C:8]([C:11]1[CH:16]=[CH:15][C:14]([NH:17][CH:18]([C:22]2[CH:27]=[CH:26][C:25]([O:28][CH2:29][CH2:30][N:31]([CH3:33])[CH3:32])=[C:24]([O:34][CH2:35][CH3:36])[CH:23]=2)[C:19](O)=[O:20])=[CH:13][CH:12]=1)(=[NH:10])[NH2:9].O.ON1C2C=CC=CC=2N=N1.Cl.C(N=C=NCCCN(C)C)C.[N:60]1[CH:65]=[CH:64][CH:63]=[CH:62][C:61]=1[NH:66][NH2:67]. (10) Given the product [F:26][C:20]1[C:21]([F:25])=[CH:22][CH:23]=[CH:24][C:19]=1[C@H:5]([O:4][CH2:3][CH2:2][NH:1][C:35]([O:37][CH3:38])=[O:36])[C@@H:6]1[CH2:11][CH2:10][CH2:9][N:8]([C:12]([O:14][C:15]([CH3:18])([CH3:17])[CH3:16])=[O:13])[CH2:7]1, predict the reactants needed to synthesize it. The reactants are: [NH2:1][CH2:2][CH2:3][O:4][C@@H:5]([C:19]1[CH:24]=[CH:23][CH:22]=[C:21]([F:25])[C:20]=1[F:26])[C@@H:6]1[CH2:11][CH2:10][CH2:9][N:8]([C:12]([O:14][C:15]([CH3:18])([CH3:17])[CH3:16])=[O:13])[CH2:7]1.CCN(CC)CC.Cl[C:35]([O:37][CH3:38])=[O:36].